From a dataset of Full USPTO retrosynthesis dataset with 1.9M reactions from patents (1976-2016). Predict the reactants needed to synthesize the given product. (1) Given the product [OH:1][C:2]1[CH:7]=[C:6]([O:8][CH3:20])[CH:5]=[CH:4][C:3]=1[C:9](=[O:19])[CH2:10][C:11]1[CH:16]=[CH:15][C:14]([O:17][CH3:18])=[CH:13][CH:12]=1, predict the reactants needed to synthesize it. The reactants are: [OH:1][C:2]1[CH:7]=[C:6]([OH:8])[CH:5]=[CH:4][C:3]=1[C:9](=[O:19])[CH2:10][C:11]1[CH:16]=[CH:15][C:14]([O:17][CH3:18])=[CH:13][CH:12]=1.[CH3:20]O. (2) Given the product [CH3:1][O:2][C:3]1[CH:10]=[CH:9][C:6]([CH2:7][NH:11][C:12]2[CH:16]=[CH:15][O:14][N:13]=2)=[CH:5][CH:4]=1, predict the reactants needed to synthesize it. The reactants are: [CH3:1][O:2][C:3]1[CH:10]=[CH:9][C:6]([CH:7]=O)=[CH:5][CH:4]=1.[NH2:11][C:12]1[CH:16]=[CH:15][O:14][N:13]=1.O.C(O)(=O)C.C1([SiH3])C=CC=CC=1. (3) Given the product [Br:1][C:2]1[CH:3]=[C:4]2[C:9](=[C:10]([CH3:12])[CH:11]=1)[N:8]=[CH:7][C:6]([C:13]([OH:15])=[O:14])=[C:5]2[OH:18], predict the reactants needed to synthesize it. The reactants are: [Br:1][C:2]1[CH:3]=[C:4]2[C:9](=[C:10]([CH3:12])[CH:11]=1)[N:8]=[CH:7][C:6]([C:13]([O:15]CC)=[O:14])=[C:5]2[OH:18].[OH-].[Na+]. (4) Given the product [OH:29][C:24]1[CH:25]=[CH:26][CH:27]=[CH:28][C:23]=1[C:2]#[C:1][C:3]1[CH:4]=[N:5][CH:6]=[C:7]([CH:20]=1)[C:8]([N:10]=[S@@:11]([CH3:19])(=[O:18])[C:12]1[CH:13]=[CH:14][CH:15]=[CH:16][CH:17]=1)=[O:9], predict the reactants needed to synthesize it. The reactants are: [C:1]([C:3]1[CH:4]=[N:5][CH:6]=[C:7]([CH:20]=1)[C:8]([N:10]=[S@@:11]([CH3:19])(=[O:18])[C:12]1[CH:17]=[CH:16][CH:15]=[CH:14][CH:13]=1)=[O:9])#[CH:2].C([C:23]1[CH:28]=[CH:27][CH:26]=[CH:25][C:24]=1[OH:29])#C. (5) Given the product [CH3:14][O:16][C:22]1[CH:23]=[C:24]([N:28]2[C:33](=[O:34])[N:32]([CH2:35][C:36]3[C:37]([F:44])=[CH:38][C:39]([O:4][CH3:1])=[CH:40][C:41]=3[F:42])[C:31]3[CH:45]=[CH:46][CH:47]=[CH:48][C:30]=3[S:29]2(=[O:49])=[O:50])[CH:25]=[CH:26][C:21]=1[O:20][CH3:19], predict the reactants needed to synthesize it. The reactants are: [C:1]([O-:4])([O-])=O.[K+].[K+].FC1C=[C:14]([O:16]C)C=C(F)C=1CBr.[CH3:19][O:20][C:21]1[C:26](C)=[CH:25][C:24]([N:28]2[C:33](=[O:34])[N:32]([CH2:35][C:36]3[C:41]([F:42])=[CH:40][C:39](F)=[CH:38][C:37]=3[F:44])[C:31]3[CH:45]=[CH:46][CH:47]=[CH:48][C:30]=3[S:29]2(=[O:50])=[O:49])=[CH:23][C:22]=1C. (6) Given the product [O:7]1[C:16]2[C:11](=[CH:12][CH:13]=[CH:14][CH:15]=2)[CH2:10][CH2:9][CH:8]1[C:17]([NH2:21])=[O:19], predict the reactants needed to synthesize it. The reactants are: C(Cl)(=O)C(Cl)=O.[O:7]1[C:16]2[C:11](=[CH:12][CH:13]=[CH:14][CH:15]=2)[CH2:10][CH2:9][CH:8]1[C:17]([OH:19])=O.C[N:21](C)C=O. (7) Given the product [F:5][C:6]1[CH:11]=[CH:10][C:9]([C:12](=[O:22])[C:13](=[CH:1][OH:3])[CH2:14][CH2:15][N:16]2[CH2:17][CH2:18][O:19][CH2:20][CH2:21]2)=[CH:8][CH:7]=1, predict the reactants needed to synthesize it. The reactants are: [CH2:1]([OH:3])C.[Na].[F:5][C:6]1[CH:11]=[CH:10][C:9]([C:12](=[O:22])[CH2:13][CH2:14][CH2:15][N:16]2[CH2:21][CH2:20][O:19][CH2:18][CH2:17]2)=[CH:8][CH:7]=1.C(OCC)=O. (8) Given the product [Br:1][C:2]1[C:11]([C@H:12]([O:16][C:17]([CH3:18])([CH3:19])[CH3:20])[C:13]([O:15][CH2:30][CH3:31])=[O:14])=[C:10]([CH3:21])[CH:9]=[C:8]2[C:3]=1[CH:4]=[CH:5][C:6]([CH3:22])=[N:7]2, predict the reactants needed to synthesize it. The reactants are: [Br:1][C:2]1[C:11]([C@H:12]([O:16][C:17]([CH3:20])([CH3:19])[CH3:18])[C:13]([OH:15])=[O:14])=[C:10]([CH3:21])[CH:9]=[C:8]2[C:3]=1[CH:4]=[CH:5][C:6]([CH3:22])=[N:7]2.C(=O)([O-])[O-].[Cs+].[Cs+].I[CH2:30][CH3:31]. (9) The reactants are: [CH3:1][Si]([N-][Si](C)(C)C)(C)C.[Na+].[O:11]1[C:15]2([CH2:20][CH2:19][O:18][CH2:17][CH:16]2[CH2:21][CH2:22][CH2:23][CH:24]=O)[O:14][CH2:13][CH2:12]1. Given the product [CH2:21]([CH:16]1[CH2:17][O:18][CH2:19][CH2:20][C:15]21[O:11][CH2:12][CH2:13][O:14]2)[CH2:22][CH2:23][CH:24]=[CH2:1], predict the reactants needed to synthesize it. (10) The reactants are: [CH3:1][O:2][C:3]1[CH:8]=[CH:7][CH:6]=[CH:5][C:4]=1[C:9]1[CH:14]=[CH:13][C:12]([NH2:15])=[CH:11][CH:10]=1.II.S([O-])([O-])(=O)=O.[Mg+2]. Given the product [CH3:1][O:2][C:3]1[CH:8]=[CH:7][CH:6]=[CH:5][C:4]=1[C:9]1[CH:10]=[C:11]2[C:12](=[CH:13][CH:14]=1)[NH:15][C:4]([CH3:9])([CH3:5])[CH:3]=[C:8]2[CH3:7], predict the reactants needed to synthesize it.